From a dataset of Forward reaction prediction with 1.9M reactions from USPTO patents (1976-2016). Predict the product of the given reaction. (1) Given the reactants [CH2:1]([C@@H:8]1[NH:13][CH2:12][CH2:11][N:10]([CH2:14][C:15]2[CH:20]=[CH:19][C:18]([Br:21])=[CH:17][CH:16]=2)[CH2:9]1)[C:2]1[CH:7]=[CH:6][CH:5]=[CH:4][CH:3]=1.C=O.[C:24](O)(=O)C.C(O[BH-](OC(=O)C)OC(=O)C)(=O)C.[Na+], predict the reaction product. The product is: [CH2:1]([C@H:8]1[CH2:9][N:10]([CH2:14][C:15]2[CH:16]=[CH:17][C:18]([Br:21])=[CH:19][CH:20]=2)[CH2:11][CH2:12][N:13]1[CH3:24])[C:2]1[CH:3]=[CH:4][CH:5]=[CH:6][CH:7]=1. (2) Given the reactants Cl[C:2]1[C:3]2[C:4](=[CH:20][N:21](CC3C=CC(OC)=CC=3)[N:22]=2)[N:5]=[C:6]([C:8]2[CH:13]=[CH:12][CH:11]=[C:10]([S:14]([F:19])([F:18])([F:17])([F:16])[F:15])[CH:9]=2)[N:7]=1.[NH2:32][C:33]1[CH:42]=[C:41]2[C:36]([CH2:37][CH2:38][C:39](=[O:43])[NH:40]2)=[CH:35][CH:34]=1.Cl, predict the reaction product. The product is: [F:18][S:14]([F:19])([F:16])([F:15])([F:17])[C:10]1[CH:9]=[C:8]([C:6]2[N:7]=[C:2]([NH:32][C:33]3[CH:42]=[C:41]4[C:36]([CH2:37][CH2:38][C:39](=[O:43])[NH:40]4)=[CH:35][CH:34]=3)[C:3]3[NH:22][N:21]=[CH:20][C:4]=3[N:5]=2)[CH:13]=[CH:12][CH:11]=1. (3) Given the reactants [C:1]([O:5][C:6]([NH:8][CH2:9][C:10]1[CH:11]=[C:12]([CH:16]=[CH:17][C:18]=1[CH2:19][NH:20][C:21]([O:23][C:24]([CH3:27])([CH3:26])[CH3:25])=[O:22])[C:13]([OH:15])=[O:14])=[O:7])([CH3:4])([CH3:3])[CH3:2].[H-].[Na+].[CH3:30]I.O, predict the reaction product. The product is: [C:1]([O:5][C:6]([NH:8][CH2:9][C:10]1[CH:11]=[C:12]([CH:16]=[CH:17][C:18]=1[CH2:19][NH:20][C:21]([O:23][C:24]([CH3:27])([CH3:26])[CH3:25])=[O:22])[C:13]([O:15][CH3:30])=[O:14])=[O:7])([CH3:4])([CH3:3])[CH3:2].